Dataset: Full USPTO retrosynthesis dataset with 1.9M reactions from patents (1976-2016). Task: Predict the reactants needed to synthesize the given product. (1) Given the product [Br:1][C:2]1[C:3]([NH:9][S:18]([C:12]2[CH:13]=[CH:14][CH:15]=[C:16]([Cl:17])[C:11]=2[Cl:10])(=[O:20])=[O:19])=[N:4][CH:5]=[C:6]([CH3:8])[N:7]=1, predict the reactants needed to synthesize it. The reactants are: [Br:1][C:2]1[C:3]([NH2:9])=[N:4][CH:5]=[C:6]([CH3:8])[N:7]=1.[Cl:10][C:11]1[C:16]([Cl:17])=[CH:15][CH:14]=[CH:13][C:12]=1[S:18](Cl)(=[O:20])=[O:19]. (2) Given the product [CH2:1]([CH:3]1[N:12]2[C:7](=[CH:8][C:9](=[O:18])[C:10]([C:13]([O:15][CH2:16][CH3:17])=[O:14])=[CH:11]2)[C:6]2[CH:19]=[C:20]([O:24][CH3:25])[C:21]([O:23][CH2:28][CH2:29][N:30]3[CH2:35][CH2:34][O:33][CH2:32][CH2:31]3)=[CH:22][C:5]=2[CH2:4]1)[CH3:2], predict the reactants needed to synthesize it. The reactants are: [CH2:1]([CH:3]1[N:12]2[C:7](=[CH:8][C:9](=[O:18])[C:10]([C:13]([O:15][CH2:16][CH3:17])=[O:14])=[CH:11]2)[C:6]2[CH:19]=[C:20]([O:24][CH3:25])[C:21]([OH:23])=[CH:22][C:5]=2[CH2:4]1)[CH3:2].Br.Br[CH2:28][CH2:29][N:30]1[CH2:35][CH2:34][O:33][CH2:32][CH2:31]1.C([O-])([O-])=O.[K+].[K+].O. (3) Given the product [OH:23][C@H:24]1[CH2:28][N:27]([S:16]([C:13]2[CH:14]=[CH:15][C:10]([C:9]([F:21])([F:20])[F:8])=[CH:11][CH:12]=2)(=[O:18])=[O:17])[C@H:26]([C:29]([O:31][CH3:32])=[O:30])[CH2:25]1, predict the reactants needed to synthesize it. The reactants are: C(N(CC)CC)C.[F:8][C:9]([F:21])([F:20])[C:10]1[CH:15]=[CH:14][C:13]([S:16](Cl)(=[O:18])=[O:17])=[CH:12][CH:11]=1.Cl.[OH:23][C@H:24]1[CH2:28][NH:27][C@H:26]([C:29]([O:31][CH3:32])=[O:30])[CH2:25]1. (4) Given the product [Cl:1][C:2]1[C:7]2[N:8]=[C:12]([C:11]([F:16])([F:15])[F:10])[NH:9][C:6]=2[CH:5]=[CH:4][N:3]=1, predict the reactants needed to synthesize it. The reactants are: [Cl:1][C:2]1[C:7]([NH2:8])=[C:6]([NH2:9])[CH:5]=[CH:4][N:3]=1.[F:10][C:11]([F:16])([F:15])[C:12](O)=O. (5) Given the product [NH2:24][C:21]1[CH:22]=[CH:23][C:15]2[C:14]3[S:38][C:11]([C:9]([N:8]([C:3]4[CH:4]=[CH:5][CH:6]=[CH:7][C:2]=4[Cl:1])[CH3:39])=[O:10])=[CH:12][C:13]=3[CH2:19][CH2:18][O:17][C:16]=2[CH:20]=1, predict the reactants needed to synthesize it. The reactants are: [Cl:1][C:2]1[CH:7]=[CH:6][CH:5]=[CH:4][C:3]=1[N:8]([CH3:39])[C:9]([C:11]1[S:38][C:14]2[C:15]3[CH:23]=[CH:22][C:21]([N:24]=C(C4C=CC=CC=4)C4C=CC=CC=4)=[CH:20][C:16]=3[O:17][CH2:18][CH2:19][C:13]=2[CH:12]=1)=[O:10].CC(Cl)=O.